This data is from Reaction yield outcomes from USPTO patents with 853,638 reactions. The task is: Predict the reaction yield, written as a fraction of the theoretical maximum amount of product (1.0 means a 100% yield; for example, 0.34 means a 34% yield). (1) The reactants are [CH:1]1[CH:2]=[CH:3][N:4]2[CH2:10][C:9]3[CH:11]=[CH:12][CH:13]=[CH:14][C:8]=3[NH:7][CH2:6][C:5]=12.C(N(CC)C(C)C)(C)C.[I:24][C:25]1[CH:33]=[CH:32][C:28]([C:29](Cl)=[O:30])=[CH:27][C:26]=1[CH3:34].C(OCC)C. The catalyst is ClCCl. The product is [I:24][C:25]1[CH:33]=[CH:32][C:28]([C:29]([N:7]2[C:8]3[CH:14]=[CH:13][CH:12]=[CH:11][C:9]=3[CH2:10][N:4]3[CH:3]=[CH:2][CH:1]=[C:5]3[CH2:6]2)=[O:30])=[CH:27][C:26]=1[CH3:34]. The yield is 0.900. (2) The reactants are [Cl:1][C:2]1[CH:3]=[C:4]2[C:9](=[CH:10][C:11]=1[O:12][C:13](=[O:15])[CH3:14])[O:8][CH:7]=[C:6]([C:16]1[CH:21]=[CH:20][C:19]([O:22][C:23](=[O:25])[CH3:24])=[CH:18][CH:17]=1)[C:5]2=[O:26]. The catalyst is O=[Pt]=O.C(OCC)(=O)C. The product is [Cl:1][C:2]1[CH:3]=[C:4]2[C:9](=[CH:10][C:11]=1[O:12][C:13](=[O:15])[CH3:14])[O:8][CH2:7][CH:6]([C:16]1[CH:21]=[CH:20][C:19]([O:22][C:23](=[O:25])[CH3:24])=[CH:18][CH:17]=1)[C:5]2=[O:26]. The yield is 0.600. (3) The reactants are [C:1](Cl)(=[O:5])C(Cl)=O.[Cl:7][C:8]1[CH:16]=[CH:15][C:14]([N:17]2[CH2:22][CH2:21][O:20][CH2:19][CH2:18]2)=[CH:13][C:9]=1[C:10]([NH2:12])=[O:11].I[CH2:24][CH2:25][CH2:26][S:27]([C:30]1[CH:39]=[CH:38][C:33]2[N:34]=[C:35]([NH2:37])[S:36][C:32]=2[CH:31]=1)(=[O:29])=[O:28].[CH2:40]([NH:42][CH2:43][CH3:44])[CH3:41].[I-].[Na+]. The catalyst is C1COCC1.CCOC(C)=O.CN(C=O)C. The product is [Cl:7][C:8]1[CH:16]=[CH:15][C:14]([N:17]2[CH2:18][CH2:19][O:20][CH2:21][CH2:22]2)=[CH:13][C:9]=1[C:10]([NH:12][C:1](=[O:5])[NH:37][C:35]1[S:36][C:32]2[CH:31]=[C:30]([S:27]([CH2:26][CH2:25][CH2:24][N:42]([CH2:43][CH3:44])[CH2:40][CH3:41])(=[O:29])=[O:28])[CH:39]=[CH:38][C:33]=2[N:34]=1)=[O:11]. The yield is 0.330. (4) The reactants are [F:1][C@@H:2]1[CH2:7][CH2:6][N:5]([C:8]([O:10][C:11]([CH3:14])([CH3:13])[CH3:12])=[O:9])[CH2:4][C@H:3]1OS(C1C=CC(C)=CC=1)(=O)=O.[N-:26]=[N+:27]=[N-:28].[Na+].CCOCC. The catalyst is CN(C=O)C. The product is [N:26]([C@H:3]1[C@@H:2]([F:1])[CH2:7][CH2:6][N:5]([C:8]([O:10][C:11]([CH3:14])([CH3:13])[CH3:12])=[O:9])[CH2:4]1)=[N+:27]=[N-:28]. The yield is 0.540. (5) The catalyst is CO.[Ni]. The reactants are [C:1]([C:5]1[NH:6][C:7]2[C:12]([CH:13]=1)=[CH:11][C:10]([N+:14]([O-])=O)=[C:9]([F:17])[CH:8]=2)([CH3:4])([CH3:3])[CH3:2]. The product is [C:1]([C:5]1[NH:6][C:7]2[C:12]([CH:13]=1)=[CH:11][C:10]([NH2:14])=[C:9]([F:17])[CH:8]=2)([CH3:4])([CH3:2])[CH3:3]. The yield is 0.380. (6) The reactants are [I:1][C:2]1[CH:10]=[CH:9][C:8]([CH3:11])=[CH:7][C:3]=1[C:4]([OH:6])=[O:5].S(=O)(=O)(O)O.[OH-].[Na+].[CH3:19]O. No catalyst specified. The product is [I:1][C:2]1[CH:10]=[CH:9][C:8]([CH3:11])=[CH:7][C:3]=1[C:4]([O:6][CH3:19])=[O:5]. The yield is 0.980.